Dataset: Reaction yield outcomes from USPTO patents with 853,638 reactions. Task: Predict the reaction yield, written as a fraction of the theoretical maximum amount of product (1.0 means a 100% yield; for example, 0.34 means a 34% yield). (1) The reactants are [C:1]1([C:7]2[N:8]=[C:9]([CH:12]([NH2:14])[CH3:13])[NH:10][CH:11]=2)[CH:6]=[CH:5][CH:4]=[CH:3][CH:2]=1.[CH3:15][C:16]([CH3:18])=O.[BH-](OC(C)=O)(OC(C)=O)OC(C)=O.[Na+]. The catalyst is ClCCCl. The product is [CH:16]([NH:14][CH:12]([C:9]1[NH:10][CH:11]=[C:7]([C:1]2[CH:2]=[CH:3][CH:4]=[CH:5][CH:6]=2)[N:8]=1)[CH3:13])([CH3:18])[CH3:15]. The yield is 1.00. (2) The product is [F:23][C:24]1[CH:25]=[CH:26][C:27]([CH2:30][C:31]([OH:33])=[O:32])=[CH:28][C:29]=1[O:12][CH2:11][CH2:10][CH2:9][C:8]1[C:4]([CH2:1][CH2:2][CH3:3])=[N:5][N:6]([C:13]2[CH:18]=[CH:17][C:16]([C:19]([F:21])([F:20])[F:22])=[CH:15][N:14]=2)[CH:7]=1. The reactants are [CH2:1]([C:4]1[C:8]([CH2:9][CH2:10][CH2:11][OH:12])=[CH:7][N:6]([C:13]2[CH:18]=[CH:17][C:16]([C:19]([F:22])([F:21])[F:20])=[CH:15][N:14]=2)[N:5]=1)[CH2:2][CH3:3].[F:23][C:24]1[CH:29]=[CH:28][C:27]([CH2:30][C:31]([O:33]C)=[O:32])=[CH:26][C:25]=1O.C(P(CCCC)CCCC)CCC.N(C(N1CCCCC1)=O)=NC(N1CCCCC1)=O. The yield is 0.790. The catalyst is O1CCCC1. (3) The reactants are C(OC([N:8]1[CH2:13][CH2:12][CH:11]([CH2:14][C:15](=[O:42])[NH:16][CH2:17][CH:18]2[CH2:23][CH2:22][CH:21]([C:24]([N:26]3[CH2:35][C:34]4[CH:33]=[N:32][N:31]([CH3:36])[C:30]=4[NH:29][C:28]4[CH:37]=[C:38]([CH3:41])[CH:39]=[CH:40][C:27]3=4)=[O:25])[CH2:20][CH2:19]2)[CH2:10][CH2:9]1)=O)(C)(C)C.[ClH:43].O1CCOCC1. No catalyst specified. The product is [ClH:43].[CH3:36][N:31]1[C:30]2[NH:29][C:28]3[CH:37]=[C:38]([CH3:41])[CH:39]=[CH:40][C:27]=3[N:26]([C:24]([CH:21]3[CH2:20][CH2:19][CH:18]([CH2:17][NH:16][C:15](=[O:42])[CH2:14][CH:11]4[CH2:10][CH2:9][NH:8][CH2:13][CH2:12]4)[CH2:23][CH2:22]3)=[O:25])[CH2:35][C:34]=2[CH:33]=[N:32]1. The yield is 0.930. (4) The reactants are [Cl:1][C:2]1[CH:3]=[C:4]([C:7]([N:9]=[CH:10][N:11](C)C)=O)[S:5][CH:6]=1.Cl.[C:15]([NH:19]N)([CH3:18])([CH3:17])[CH3:16]. The catalyst is CC(O)=O. The product is [C:15]([N:19]1[C:7]([C:4]2[S:5][CH:6]=[C:2]([Cl:1])[CH:3]=2)=[N:9][CH:10]=[N:11]1)([CH3:18])([CH3:17])[CH3:16]. The yield is 0.0360. (5) The reactants are [NH:1]([C:14]([O:16][CH2:17][C:18]1[CH:23]=[CH:22][CH:21]=[CH:20][CH:19]=1)=[O:15])[CH2:2][C:3]([NH:5][CH2:6][C:7]([NH:9][CH2:10][C:11]([OH:13])=O)=[O:8])=[O:4].[C:24]([O:28][C:29](=[O:33])[CH2:30][CH2:31][NH2:32])([CH3:27])([CH3:26])[CH3:25].OC1C2N=NNC=2C=CC=1.Cl.CN(C)CCCN=C=NCC. The catalyst is CN(C)C=O. The yield is 0.750. The product is [NH:1]([C:14]([O:16][CH2:17][C:18]1[CH:23]=[CH:22][CH:21]=[CH:20][CH:19]=1)=[O:15])[CH2:2][C:3]([NH:5][CH2:6][C:7]([NH:9][CH2:10][C:11]([NH:32][CH2:31][CH2:30][C:29]([O:28][C:24]([CH3:27])([CH3:26])[CH3:25])=[O:33])=[O:13])=[O:8])=[O:4]. (6) The reactants are O.Cl.[NH2:3][C@@H:4]([C:7]([OH:9])=[O:8])[CH2:5][SH:6].[OH:10][C:11]1[CH:18]=[C:17]([OH:19])[CH:16]=[CH:15][C:12]=1[C:13]#N.P([O-])([O-])([O-])=O.C([O-])(O)=O.[Na+]. The catalyst is CO. The product is [OH:10][C:11]1[CH:18]=[C:17]([OH:19])[CH:16]=[CH:15][C:12]=1[C:13]1[S:6][CH2:5][C@H:4]([C:7]([OH:9])=[O:8])[N:3]=1. The yield is 0.660.